Dataset: Forward reaction prediction with 1.9M reactions from USPTO patents (1976-2016). Task: Predict the product of the given reaction. (1) Given the reactants [CH3:1][C:2]1([CH3:32])[C:8](=[O:9])[NH:7][C:6]2[N:10]=[CH:11][C:12](/[CH:14]=[CH:15]/[C:16]([N:18]([CH2:20][C:21]3[O:22][C:23]4[CH:31]=[CH:30][CH:29]=[CH:28][C:24]=4[C:25]=3[CH2:26][CH3:27])[CH3:19])=[O:17])=[CH:13][C:5]=2[CH2:4][NH:3]1.[ClH:33], predict the reaction product. The product is: [ClH:33].[CH3:32][C:2]1([CH3:1])[C:8](=[O:9])[NH:7][C:6]2[N:10]=[CH:11][C:12](/[CH:14]=[CH:15]/[C:16]([N:18]([CH2:20][C:21]3[O:22][C:23]4[CH:31]=[CH:30][CH:29]=[CH:28][C:24]=4[C:25]=3[CH2:26][CH3:27])[CH3:19])=[O:17])=[CH:13][C:5]=2[CH2:4][NH:3]1. (2) Given the reactants Cl.[NH2:2][O:3][CH2:4][CH3:5].[C:6]([CH:9]1[CH2:12][N:11]([C:13](=[O:27])/[CH:14]=[CH:15]/[C:16]2[CH:17]=[C:18]3[C:23](=[N:24][CH:25]=2)[NH:22][C:21](=[O:26])[CH2:20][CH2:19]3)[CH2:10]1)(=O)[CH3:7], predict the reaction product. The product is: [CH2:4]([O:3]/[N:2]=[C:6](\[CH:9]1[CH2:12][N:11]([C:13](=[O:27])/[CH:14]=[CH:15]/[C:16]2[CH:17]=[C:18]3[C:23](=[N:24][CH:25]=2)[NH:22][C:21](=[O:26])[CH2:20][CH2:19]3)[CH2:10]1)/[CH3:7])[CH3:5]. (3) The product is: [F:10][C:8]1[O:9][C:5]2[CH:4]=[C:3]([CH3:12])[C:2]([C:17]3[N:18]=[CH:19][C:14]([NH2:13])=[N:15][CH:16]=3)=[CH:11][C:6]=2[CH:7]=1. Given the reactants Br[C:2]1[C:3]([CH3:12])=[CH:4][C:5]2[O:9][C:8]([F:10])=[CH:7][C:6]=2[CH:11]=1.[NH2:13][C:14]1[CH:19]=[N:18][C:17](B2OC(C)(C)C(C)(C)O2)=[CH:16][N:15]=1.[O-]P([O-])([O-])=O.[K+].[K+].[K+].CC(=O)OCC, predict the reaction product. (4) Given the reactants [F:1][C:2]1[CH:7]=[C:6]([I:8])[CH:5]=[CH:4][C:3]=1[NH:9][C:10]1[N:15]([CH3:16])[C:14](=[O:17])[C:13]2[CH:18]=[CH:19][O:20][C:12]=2[C:11]=1[C:21](O)=[O:22].Cl.[NH2:25][O:26][C:27]([CH3:31])([CH3:30])[CH2:28][OH:29].COCCON, predict the reaction product. The product is: [F:1][C:2]1[CH:7]=[C:6]([I:8])[CH:5]=[CH:4][C:3]=1[NH:9][C:10]1[N:15]([CH3:16])[C:14](=[O:17])[C:13]2[CH:18]=[CH:19][O:20][C:12]=2[C:11]=1[C:21]([NH:25][O:26][C:27]([CH3:31])([CH3:30])[CH2:28][OH:29])=[O:22]. (5) Given the reactants [OH:1][CH2:2][C@@H:3]([C@H:5]([C@@H:7]([C@@H:9]([CH2:11][OH:12])[OH:10])[OH:8])[OH:6])[OH:4].OCC([C@H]([C@@H]([C@H](CO)O)O)O)=O.C([O-])([O-])=O.[Ca+2], predict the reaction product. The product is: [OH:8][C:7]1[C@@H:5]([C@@H:3]([OH:4])[CH2:2][OH:1])[O:6][C:11](=[O:12])[C:9]=1[OH:10].